This data is from Catalyst prediction with 721,799 reactions and 888 catalyst types from USPTO. The task is: Predict which catalyst facilitates the given reaction. (1) Reactant: [CH:1]([C:3]1[CH:10]=[CH:9][C:6]([C:7]#[N:8])=[CH:5][C:4]=1[O:11][CH3:12])=O.[O:13]=[C:14]([CH3:21])[CH2:15][C:16]([O:18][CH2:19][CH3:20])=[O:17].C(O)(=O)C.N1CCCCC1. Product: [C:7]([C:6]1[CH:9]=[CH:10][C:3]([CH:1]=[C:15]([C:14](=[O:13])[CH3:21])[C:16]([O:18][CH2:19][CH3:20])=[O:17])=[C:4]([O:11][CH3:12])[CH:5]=1)#[N:8]. The catalyst class is: 4. (2) Reactant: [F:1][C:2]([F:15])([F:14])[C:3]([C:5]1[C:13]2[C:8](=[CH:9][CH:10]=[CH:11][CH:12]=2)[NH:7][CH:6]=1)=[O:4].[H-].[Na+].[Li]CCCC.Br[C:24]1[CH:25]=[C:26]2[C:30](=[CH:31][CH:32]=1)[N:29]([C:33]1[CH:34]=[N:35][CH:36]=[CH:37][CH:38]=1)[N:28]=[CH:27]2.[Na]. Product: [F:15][C:2]([F:1])([F:14])[C:3]([C:5]1[C:13]2[C:8](=[CH:9][CH:10]=[CH:11][CH:12]=2)[NH:7][CH:6]=1)([C:24]1[CH:25]=[C:26]2[C:30](=[CH:31][CH:32]=1)[N:29]([C:33]1[CH:34]=[N:35][CH:36]=[CH:37][CH:38]=1)[N:28]=[CH:27]2)[OH:4]. The catalyst class is: 683. (3) Reactant: [CH:1]1([C:7]2([CH3:15])[N:11]([CH3:12])[C:10](=[O:13])[NH:9][C:8]2=[O:14])[CH2:6][CH2:5][CH2:4][CH2:3][CH2:2]1.[H-].[Na+].Br[CH2:19][C:20]([C:22]1[CH:26]=[CH:25][NH:24][CH:23]=1)=[O:21]. Product: [CH:1]1([C:7]2([CH3:15])[N:11]([CH3:12])[C:10](=[O:13])[N:9]([CH2:19][C:20](=[O:21])[C:22]3[CH:26]=[CH:25][NH:24][CH:23]=3)[C:8]2=[O:14])[CH2:2][CH2:3][CH2:4][CH2:5][CH2:6]1. The catalyst class is: 3. (4) Reactant: [CH3:1][C:2]1[CH:6]=[C:5]([CH3:7])[N:4]([CH2:8][C:9]([N:11]2[CH2:16][CH2:15][N:14]([C:17]3[CH:25]=[CH:24][CH:23]=[CH:22][C:18]=3[C:19]([OH:21])=O)[CH2:13][CH2:12]2)=[O:10])[N:3]=1.[Cl-].[NH2:27][C:28]1[CH:33]=[CH:32][CH:31]=[CH:30][C:29]=1[NH2:34].[NH4+].[Cl-]. Product: [NH2:27][C:28]1[CH:33]=[CH:32][CH:31]=[CH:30][C:29]=1[NH:34][C:19](=[O:21])[C:18]1[CH:22]=[CH:23][CH:24]=[CH:25][C:17]=1[N:14]1[CH2:13][CH2:12][N:11]([C:9](=[O:10])[CH2:8][N:4]2[C:5]([CH3:7])=[CH:6][C:2]([CH3:1])=[N:3]2)[CH2:16][CH2:15]1. The catalyst class is: 85. (5) Reactant: [F:1][C:2]([F:26])([F:25])[S:3]([N:6](S(C(F)(F)F)(=O)=O)[C:7]1[CH:16]=[CH:15][C:10]([C:11]([O:13]C)=[O:12])=[C:9]([Cl:17])[CH:8]=1)(=[O:5])=[O:4].[OH-].[Na+].CO.O. Product: [Cl:17][C:9]1[CH:8]=[C:7]([NH:6][S:3]([C:2]([F:26])([F:1])[F:25])(=[O:4])=[O:5])[CH:16]=[CH:15][C:10]=1[C:11]([OH:13])=[O:12]. The catalyst class is: 33. (6) The catalyst class is: 36. Product: [OH:1][CH:2]([CH3:16])[C@@H:3]([NH:5][C:6](=[O:15])[O:7][CH2:8][C:9]1[CH:14]=[CH:13][CH:12]=[CH:11][CH:10]=1)[CH3:4]. Reactant: [O:1]=[C:2]([CH3:16])[C@@H:3]([NH:5][C:6](=[O:15])[O:7][CH2:8][C:9]1[CH:14]=[CH:13][CH:12]=[CH:11][CH:10]=1)[CH3:4].[BH4-].[Na+]. (7) Reactant: [F-].C([N+](CCCC)(CCCC)CCCC)CCC.[Si]([O:26][CH2:27][C:28]1[CH:29]=[C:30]([CH:49]=[C:50]([CH2:52][O:53][Si](C(C)(C)C)(C)C)[CH:51]=1)[N:31]([CH2:39][CH2:40][O:41][CH2:42][CH2:43][O:44][CH2:45][CH2:46][O:47][CH3:48])[CH2:32][C:33]([CH3:38])([S:35][S:36][CH3:37])[CH3:34])(C(C)(C)C)(C)C. Product: [CH3:48][O:47][CH2:46][CH2:45][O:44][CH2:43][CH2:42][O:41][CH2:40][CH2:39][N:31]([CH2:32][C:33]([CH3:38])([S:35][S:36][CH3:37])[CH3:34])[C:30]1[CH:29]=[C:28]([CH2:27][OH:26])[CH:51]=[C:50]([CH2:52][OH:53])[CH:49]=1. The catalyst class is: 1. (8) The catalyst class is: 3. Product: [CH3:27][O:28][CH:29]([O:32][CH3:33])[CH2:30][C:1]([NH:3][C:4]1[CH:5]=[CH:6][C:7](/[CH:12]=[CH:13]/[C:14]([O:16][C:17]([CH3:20])([CH3:19])[CH3:18])=[O:15])=[N:8][C:9]=1[O:10][CH3:11])=[O:2]. Reactant: [CH:1]([NH:3][C:4]1[CH:5]=[CH:6][C:7](/[CH:12]=[CH:13]/[C:14]([O:16][C:17]([CH3:20])([CH3:19])[CH3:18])=[O:15])=[N:8][C:9]=1[O:10][CH3:11])=[O:2].C(=O)([O-])[O-].[Cs+].[Cs+].[CH3:27][O:28][CH:29]([O:32][CH3:33])[CH2:30]Br. (9) Reactant: [F:1][C:2]1[CH:7]=[C:6]([S:8]([CH3:11])(=[O:10])=[O:9])[CH:5]=[CH:4][C:3]=1[C:12]1[N:17]=[CH:16][C:15]([O:18][CH2:19][CH:20]2[CH2:25][CH2:24][N:23]([C:26]([O:28][C:29](C)([CH3:31])[CH3:30])=[O:27])[CH2:22][CH2:21]2)=[CH:14][CH:13]=1.C(O)(C(F)(F)F)=O.C(N(C(C)C)CC)(C)C.ClC(OC(C)C)=O. Product: [F:1][C:2]1[CH:7]=[C:6]([S:8]([CH3:11])(=[O:10])=[O:9])[CH:5]=[CH:4][C:3]=1[C:12]1[N:17]=[CH:16][C:15]([O:18][CH2:19][CH:20]2[CH2:25][CH2:24][N:23]([C:26]([O:28][CH:29]([CH3:31])[CH3:30])=[O:27])[CH2:22][CH2:21]2)=[CH:14][CH:13]=1. The catalyst class is: 91. (10) Reactant: C(O)(C(F)(F)F)=O.[C:8]([C:11]1([C:14]2[CH:45]=[CH:44][CH:43]=[CH:42][C:15]=2[CH2:16][CH2:17][C:18]2[C:23]([Cl:24])=[CH:22][N:21]=[C:20]([NH:25][C:26]3[CH:27]=[N:28][N:29]([CH:31]4[CH2:34][N:33](C(OC(C)(C)C)=O)[CH2:32]4)[CH:30]=3)[N:19]=2)[CH2:13][CH2:12]1)(=[O:10])[NH2:9]. Product: [NH:33]1[CH2:32][CH:31]([N:29]2[CH:30]=[C:26]([NH:25][C:20]3[N:19]=[C:18]([CH2:17][CH2:16][C:15]4[CH:42]=[CH:43][CH:44]=[CH:45][C:14]=4[C:11]4([C:8]([NH2:9])=[O:10])[CH2:12][CH2:13]4)[C:23]([Cl:24])=[CH:22][N:21]=3)[CH:27]=[N:28]2)[CH2:34]1. The catalyst class is: 2.